Dataset: Forward reaction prediction with 1.9M reactions from USPTO patents (1976-2016). Task: Predict the product of the given reaction. Given the reactants [NH3:1].[Na].[Cl:3][C:4]([CH3:11])([CH2:7][CH:8]([CH3:10])[CH3:9])[C:5]#[CH:6].Cl.CCOC(C)=O, predict the reaction product. The product is: [ClH:3].[CH3:11][C:4]([NH2:1])([CH2:7][CH:8]([CH3:10])[CH3:9])[C:5]#[CH:6].